Dataset: Reaction yield outcomes from USPTO patents with 853,638 reactions. Task: Predict the reaction yield, written as a fraction of the theoretical maximum amount of product (1.0 means a 100% yield; for example, 0.34 means a 34% yield). (1) The reactants are [C:1]([O:5][C:6]([N:8]1[C@H:17]([C:18](O)=[O:19])[CH2:16][C:15]2[C:10](=[CH:11][C:12]([N+:21]([O-:23])=[O:22])=[CH:13][CH:14]=2)[CH2:9]1)=[O:7])([CH3:4])([CH3:3])[CH3:2].C1C=CC2N(O)N=NC=2C=1.[CH:34]1([O:39][C:40](=[O:47])[C@H:41]([CH2:43][CH:44]([CH3:46])[CH3:45])[NH2:42])[CH2:38][CH2:37][CH2:36][CH2:35]1.C(N(CC)CC)C.CCN=C=NCCCN(C)C.Cl.Cl. The catalyst is C(Cl)Cl. The product is [C:1]([O:5][C:6]([N:8]1[C@H:17]([C:18](=[O:19])[NH:42][C@H:41]([C:40]([O:39][CH:34]2[CH2:35][CH2:36][CH2:37][CH2:38]2)=[O:47])[CH2:43][CH:44]([CH3:46])[CH3:45])[CH2:16][C:15]2[C:10](=[CH:11][C:12]([N+:21]([O-:23])=[O:22])=[CH:13][CH:14]=2)[CH2:9]1)=[O:7])([CH3:2])([CH3:3])[CH3:4]. The yield is 0.820. (2) The reactants are [F:1][C:2]1[CH:16]=[CH:15][C:5]([CH2:6][N:7]2[CH2:12][C@@H:11]([CH3:13])[NH:10][CH2:9][C@@H:8]2[CH3:14])=[CH:4][CH:3]=1.[Br:17][C:18]1[CH:19]=[CH:20][C:21]2[O:25][C:24]([C:26](O)=[O:27])=[CH:23][C:22]=2[CH:29]=1.ON1C2C=CC=CC=2N=N1.C1(N=C=N)CCCCC1. The catalyst is C(Cl)(Cl)Cl. The yield is 0.930. The product is [Br:17][C:18]1[CH:19]=[CH:20][C:21]2[O:25][C:24]([C:26]([N:10]3[CH2:9][C@@H:8]([CH3:14])[N:7]([CH2:6][C:5]4[CH:15]=[CH:16][C:2]([F:1])=[CH:3][CH:4]=4)[CH2:12][C@@H:11]3[CH3:13])=[O:27])=[CH:23][C:22]=2[CH:29]=1.